Dataset: Full USPTO retrosynthesis dataset with 1.9M reactions from patents (1976-2016). Task: Predict the reactants needed to synthesize the given product. Given the product [Cl:23][CH:20]([CH2:19][C:15]1[CH:14]=[C:13]2[C:18](=[CH:17][CH:16]=1)[N:9]=[CH:10][CH:11]=[CH:12]2)[CH:21]=[O:22], predict the reactants needed to synthesize it. The reactants are: N1CCC[C@H]1C(O)=O.[N:9]1[C:18]2[C:13](=[CH:14][C:15]([CH2:19][CH2:20][CH:21]=[O:22])=[CH:16][CH:17]=2)[CH:12]=[CH:11][CH:10]=1.[Cl:23]N1C(=O)CCC1=O.